Predict the reactants needed to synthesize the given product. From a dataset of Full USPTO retrosynthesis dataset with 1.9M reactions from patents (1976-2016). (1) The reactants are: [F:1][CH:2]([F:12])[C:3]1[C:4]([C:9](Cl)=[O:10])=[N:5][N:6]([CH3:8])[N:7]=1.FC(F)(F)C(O)=O.[F:20][C:21]1[CH:22]=[C:23]2[C:27](=[C:28]([F:30])[CH:29]=1)[CH:26]([CH:31]1[CH2:35][CH2:34][CH2:33][NH:32]1)[CH2:25][CH2:24]2.C(N(CC)CC)C. Given the product [F:20][C:21]1[CH:22]=[C:23]2[C:27](=[C:28]([F:30])[CH:29]=1)[CH:26]([CH:31]1[CH2:35][CH2:34][CH2:33][N:32]1[C:9]([C:4]1[C:3]([CH:2]([F:12])[F:1])=[N:7][N:6]([CH3:8])[N:5]=1)=[O:10])[CH2:25][CH2:24]2, predict the reactants needed to synthesize it. (2) Given the product [F:1][C:2]1[CH:15]=[CH:14][C:5]([CH2:6][C:7]2[O:11][C:10](/[CH:12]=[CH:19]/[N+:16]([O-:18])=[O:17])=[CH:9][CH:8]=2)=[CH:4][CH:3]=1, predict the reactants needed to synthesize it. The reactants are: [F:1][C:2]1[CH:15]=[CH:14][C:5]([CH2:6][C:7]2[O:11][C:10]([CH:12]=O)=[CH:9][CH:8]=2)=[CH:4][CH:3]=1.[N+:16]([CH3:19])([O-:18])=[O:17].C([O-])(=O)C.[NH4+]. (3) Given the product [Cl:1][C:2]1[C:11]2[C:6](=[CH:7][CH:8]=[C:9]([C:12]([C:14]3[C:15]([CH3:21])=[N:16][C:17]([CH3:20])=[CH:18][CH:19]=3)=[O:13])[CH:10]=2)[N:5]=[C:4]([O:22][CH3:23])[C:3]=1[CH2:24][C:25]1[CH:26]=[CH:27][C:28]([C:31]([F:33])([F:32])[F:34])=[CH:29][CH:30]=1, predict the reactants needed to synthesize it. The reactants are: [Cl:1][C:2]1[C:11]2[C:6](=[CH:7][CH:8]=[C:9]([CH:12]([C:14]3[C:15]([CH3:21])=[N:16][C:17]([CH3:20])=[CH:18][CH:19]=3)[OH:13])[CH:10]=2)[N:5]=[C:4]([O:22][CH3:23])[C:3]=1[CH2:24][C:25]1[CH:30]=[CH:29][C:28]([C:31]([F:34])([F:33])[F:32])=[CH:27][CH:26]=1.O1CCOCC1.[Al].CC(C)=O. (4) Given the product [F:30][C:27]1[CH:28]=[CH:29][C:24]([N:21]2[C:16]3[CH:17]=[C:18]4[C@:13]([C:31]([C:33]5[S:34][CH:35]=[CH:36][N:37]=5)=[O:32])([CH2:14][C:15]=3[CH:23]=[N:22]2)[CH2:12][N:11]([S:8]([C:5]2[CH:6]=[N:7][C:2]([N:41]3[CH2:42][CH2:43][C@@H:39]([F:38])[CH2:40]3)=[CH:3][CH:4]=2)(=[O:10])=[O:9])[CH2:20][CH2:19]4)=[CH:25][CH:26]=1, predict the reactants needed to synthesize it. The reactants are: Cl[C:2]1[N:7]=[CH:6][C:5]([S:8]([N:11]2[CH2:20][CH2:19][C:18]3[C@:13]([C:31]([C:33]4[S:34][CH:35]=[CH:36][N:37]=4)=[O:32])([CH2:14][C:15]4[CH:23]=[N:22][N:21]([C:24]5[CH:29]=[CH:28][C:27]([F:30])=[CH:26][CH:25]=5)[C:16]=4[CH:17]=3)[CH2:12]2)(=[O:10])=[O:9])=[CH:4][CH:3]=1.[F:38][C@@H:39]1[CH2:43][CH2:42][NH:41][CH2:40]1.Cl. (5) Given the product [Br:1][C:2]1[S:3][C:4]([CH3:11])=[C:5]([CH2:7][OH:8])[N:6]=1, predict the reactants needed to synthesize it. The reactants are: [Br:1][C:2]1[S:3][C:4]([CH3:11])=[C:5]([C:7](OC)=[O:8])[N:6]=1.[Li+].[BH4-].CO. (6) Given the product [NH2:33][C:4]1[S:3][C:2]([C:43]2[CH:44]=[C:45]([F:49])[CH:46]=[C:47]([F:48])[C:42]=2[F:41])=[N:6][C:5]=1[C:7]([NH:8][C:9]1[CH:10]=[N:11][N:12]([CH3:31])[C:13]=1[C@@H:14]1[CH2:20][CH2:19][C@@H:18]([NH2:21])[C@@H:17]([O:29][CH3:30])[CH2:16][O:15]1)=[O:32], predict the reactants needed to synthesize it. The reactants are: Br[C:2]1[S:3][C:4]([NH:33]C(=O)OC(C)(C)C)=[C:5]([C:7](=[O:32])[NH:8][C:9]2[CH:10]=[N:11][N:12]([CH3:31])[C:13]=2[C@@H:14]2[CH2:20][CH2:19][C@@H:18]([NH:21]C(OC(C)(C)C)=O)[C@@H:17]([O:29][CH3:30])[CH2:16][O:15]2)[N:6]=1.[F:41][C:42]1[C:47]([F:48])=[CH:46][C:45]([F:49])=[CH:44][C:43]=1B(O)O. (7) Given the product [C:77]([O:76][C:74]([N:70]1[C@H:69]([C:81]([OH:83])=[O:82])[CH2:68][C:67]2[C:72](=[CH:73][C:64]([C@H:57]3[CH2:58][C@@H:59]([C:60]([OH:62])=[O:61])[N:55]([C:53]([O:52][C:48]([CH3:51])([CH3:50])[CH3:49])=[O:54])[CH2:56]3)=[CH:65][CH:66]=2)[CH2:71]1)=[O:75])([CH3:80])([CH3:79])[CH3:78], predict the reactants needed to synthesize it. The reactants are: C(OC(N(C)[C@@H](C)C(N[C@@H](C(C)(C)C)C(N1[C@H](C(=O)N[C@H]2C3C(=CC=CC=3)CCC2)CC2C(=CC(C(O)=O)=CC=2)C1)=O)=O)=O)(C)(C)C.[C:48]([O:52][C:53]([N:55]1[C@H:59]([C:60]([O:62]C)=[O:61])[CH2:58][CH:57]([C:64]2[CH:73]=[C:72]3[C:67]([CH2:68][C@@H:69]([C:81]([O:83]C)=[O:82])[N:70]([C:74]([O:76][C:77]([CH3:80])([CH3:79])[CH3:78])=[O:75])[CH2:71]3)=[CH:66][CH:65]=2)[CH2:56]1)=[O:54])([CH3:51])([CH3:50])[CH3:49]. (8) Given the product [NH2:1][C:2]1[C:7]2[C:8]([C:11]3[CH:16]=[CH:15][C:14]([NH:17][C:18]([C:20]4[N:21]([CH3:29])[C:22]5[C:27]([CH:28]=4)=[CH:26][CH:25]=[CH:24][CH:23]=5)=[O:19])=[C:13]([O:30][CH3:31])[CH:12]=3)=[CH:9][S:10][C:6]=2[C:5]([CH:32]2[N:37]([CH3:36])[N:38]=[CH:34][CH2:33]2)=[CH:4][N:3]=1, predict the reactants needed to synthesize it. The reactants are: [NH2:1][C:2]1[C:7]2[C:8]([C:11]3[CH:16]=[CH:15][C:14]([NH:17][C:18]([C:20]4[N:21]([CH3:29])[C:22]5[C:27]([CH:28]=4)=[CH:26][CH:25]=[CH:24][CH:23]=5)=[O:19])=[C:13]([O:30][CH3:31])[CH:12]=3)=[CH:9][S:10][C:6]=2[C:5](/[CH:32]=[CH:33]/[CH:34]=O)=[CH:4][N:3]=1.[CH3:36][NH:37][NH2:38]. (9) Given the product [CH3:17][C:12]([C:14]([O:16][C:31]([CH3:34])([CH3:33])[CH3:32])=[O:15])([CH3:13])[NH2:11], predict the reactants needed to synthesize it. The reactants are: C(OC([NH:11][C:12]([CH3:17])([C:14]([OH:16])=[O:15])[CH3:13])=O)C1C=CC=CC=1.B(F)(F)F.CCOCC.ClC(Cl)(Cl)C(=N)O[C:31]([CH3:34])([CH3:33])[CH3:32].C([O-])(O)=O.[Na+]. (10) Given the product [C:7]1(=[O:11])[C:8]2[C:4](=[CH:3][C:2]([O:1][C:13]3[CH:18]=[CH:17][C:16]([N+:19]([O-:21])=[O:20])=[CH:15][CH:14]=3)=[CH:10][CH:9]=2)[CH2:5][NH:6]1, predict the reactants needed to synthesize it. The reactants are: [OH:1][C:2]1[CH:3]=[C:4]2[C:8](=[CH:9][CH:10]=1)[C:7](=[O:11])[NH:6][CH2:5]2.F[C:13]1[CH:18]=[CH:17][C:16]([N+:19]([O-:21])=[O:20])=[CH:15][CH:14]=1.O.